Dataset: CYP2C19 inhibition data for predicting drug metabolism from PubChem BioAssay. Task: Regression/Classification. Given a drug SMILES string, predict its absorption, distribution, metabolism, or excretion properties. Task type varies by dataset: regression for continuous measurements (e.g., permeability, clearance, half-life) or binary classification for categorical outcomes (e.g., BBB penetration, CYP inhibition). Dataset: cyp2c19_veith. (1) The drug is Cc1[nH]c2ccccc2c1-c1cc(-c2cc(-c3c(C)[nH]c4ccccc34)on2)no1. The result is 0 (non-inhibitor). (2) The compound is CC(C)C[C@H](NC(=O)N1CCCCCC1)C(=O)N[C@H](Cc1cn(C)c2ccccc12)C(=O)N[C@H](Cc1ccccn1)C(=O)O. The result is 0 (non-inhibitor). (3) The drug is Clc1ccc(CSCCc2ccncc2)cc1Cl. The result is 1 (inhibitor). (4) The compound is O=C(c1cccc(F)c1)N1CCC2(CCCN(c3ncccn3)C2)CC1. The result is 1 (inhibitor). (5) The drug is C#CCCCO/N=C1/C[C@@H](O)[C@@H](O)[C@H]2[C@@H]1CC[C@@H]1C(=O)N([C@@H](C)c3ccccc3)C(=O)[C@H]12. The result is 0 (non-inhibitor). (6) The drug is Cc1cc(Cl)ccc1OCCCC(=O)N1CCN(C)CC1. The result is 1 (inhibitor).